Dataset: Catalyst prediction with 721,799 reactions and 888 catalyst types from USPTO. Task: Predict which catalyst facilitates the given reaction. (1) The catalyst class is: 6. Reactant: [C:1]([O:5][C:6]1[CH:11]=[CH:10][C:9]([CH:12](O)[CH2:13][CH2:14][CH3:15])=[CH:8][CH:7]=1)([CH3:4])([CH3:3])[CH3:2].N1C=CC=CC=1.CS([Cl:27])(=O)=O.C1(C)C=CC=CC=1. Product: [C:1]([O:5][C:6]1[CH:11]=[CH:10][C:9]([CH2:12][CH2:13][CH2:14][CH2:15][Cl:27])=[CH:8][CH:7]=1)([CH3:4])([CH3:3])[CH3:2]. (2) Reactant: C(OC(=O)[NH:7][C@H:8]1[CH2:13][CH2:12][CH2:11][C@@H:10]([NH:14][C:15]([C:17]2[CH:18]=[N:19][C:20]([C:23]3[CH:28]=[CH:27][CH:26]=[C:25]([F:29])[CH:24]=3)=[CH:21][CH:22]=2)=[O:16])[CH2:9]1)(C)(C)C.Cl. Product: [NH2:7][C@@H:8]1[CH2:13][CH2:12][CH2:11][C@H:10]([NH:14][C:15](=[O:16])[C:17]2[CH:22]=[CH:21][C:20]([C:23]3[CH:28]=[CH:27][CH:26]=[C:25]([F:29])[CH:24]=3)=[N:19][CH:18]=2)[CH2:9]1. The catalyst class is: 12. (3) Reactant: [H-].[Na+].[C:3](#[N:7])[CH2:4][C:5]#[N:6].I[C:9]1[CH:14]=[CH:13][CH:12]=[CH:11][CH:10]=1.Cl. Product: [C:9]1([CH:4]([C:3]#[N:7])[C:5]#[N:6])[CH:14]=[CH:13][CH:12]=[CH:11][CH:10]=1. The catalyst class is: 600. (4) The catalyst class is: 10. Reactant: [CH2:1](Br)[C:2]1[CH:7]=[CH:6][CH:5]=[CH:4][CH:3]=1.[NH:9]1[CH:13]=[C:12]([CH2:14][CH2:15][CH2:16][N:17]2[C:26]3[C:21](=[CH:22][CH:23]=[CH:24][CH:25]=3)[C:20](=[O:27])[N:19]([C:28]3[CH:33]=[CH:32][CH:31]=[CH:30][CH:29]=3)[C:18]2=[O:34])[N:11]=[CH:10]1.C(=O)([O-])[O-].[K+].[K+]. Product: [CH2:1]([N:9]1[CH:13]=[C:12]([CH2:14][CH2:15][CH2:16][N:17]2[C:26]3[C:21](=[CH:22][CH:23]=[CH:24][CH:25]=3)[C:20](=[O:27])[N:19]([C:28]3[CH:33]=[CH:32][CH:31]=[CH:30][CH:29]=3)[C:18]2=[O:34])[N:11]=[CH:10]1)[C:2]1[CH:7]=[CH:6][CH:5]=[CH:4][CH:3]=1. (5) Reactant: [Si:1]([O:18][CH2:19][CH2:20][C:21]1[CH:22]=[C:23]([CH:27]=[CH:28][CH:29]=1)[C:24](O)=[O:25])([C:14]([CH3:17])([CH3:16])[CH3:15])([C:8]1[CH:13]=[CH:12][CH:11]=[CH:10][CH:9]=1)[C:2]1[CH:7]=[CH:6][CH:5]=[CH:4][CH:3]=1.C(Cl)Cl.ClC(N(C)C)=C(C)C.[NH2:41][C:42]1[S:43][C:44]2[CH2:71][CH2:70][CH2:69][CH2:68][C:45]=2[C:46]=1[C:47]([NH:49][C:50]1[CH:55]=[CH:54][C:53]([CH2:56][CH2:57][C:58]2[CH:67]=[CH:66][C:61]([C:62]([O:64][CH3:65])=[O:63])=[CH:60][CH:59]=2)=[CH:52][CH:51]=1)=[O:48]. Product: [Si:1]([O:18][CH2:19][CH2:20][C:21]1[CH:22]=[C:23]([CH:27]=[CH:28][CH:29]=1)[C:24]([NH:41][C:42]1[S:43][C:44]2[CH2:71][CH2:70][CH2:69][CH2:68][C:45]=2[C:46]=1[C:47]([NH:49][C:50]1[CH:51]=[CH:52][C:53]([CH2:56][CH2:57][C:58]2[CH:59]=[CH:60][C:61]([C:62]([O:64][CH3:65])=[O:63])=[CH:66][CH:67]=2)=[CH:54][CH:55]=1)=[O:48])=[O:25])([C:14]([CH3:16])([CH3:17])[CH3:15])([C:2]1[CH:3]=[CH:4][CH:5]=[CH:6][CH:7]=1)[C:8]1[CH:13]=[CH:12][CH:11]=[CH:10][CH:9]=1. The catalyst class is: 17. (6) Reactant: [CH3:1][N:2]1[C:10]2[N:9]=[C:8]([N:11]3[CH2:16][CH2:15][CH2:14][CH:13]([NH:17][C:18]([O:20][C:21]([CH3:24])([CH3:23])[CH3:22])=[O:19])[CH2:12]3)[N:7]([CH2:25][CH:26]=[C:27]([CH3:29])[CH3:28])[C:6]=2[C:5](=[O:30])[NH:4][C:3]1=[O:31].Br[C:33]1[C:34]2[CH:46]=[CH:45][CH:44]=[CH:43][C:35]=2[N:36]([CH3:42])[S:37](=[O:41])(=[O:40])[C:38]=1C.[C:47](=O)([O-])[O-].[K+].[K+].O. Product: [CH3:42][N:36]1[C:35]2[CH:43]=[CH:44][CH:45]=[CH:46][C:34]=2[C:33]([CH2:47][N:4]2[C:5](=[O:30])[C:6]3[N:7]([CH2:25][CH:26]=[C:27]([CH3:29])[CH3:28])[C:8]([N:11]4[CH2:16][CH2:15][CH2:14][CH:13]([NH:17][C:18]([O:20][C:21]([CH3:24])([CH3:22])[CH3:23])=[O:19])[CH2:12]4)=[N:9][C:10]=3[N:2]([CH3:1])[C:3]2=[O:31])=[CH:38][S:37]1(=[O:40])=[O:41]. The catalyst class is: 9. (7) Reactant: [N+:1]([C:4]1[C:13]2[C:8](=[CH:9][CH:10]=[CH:11][CH:12]=2)[N+:7]([O-])=[CH:6][CH:5]=1)([O-])=O. Product: [NH2:1][C:4]1[C:13]2[C:8](=[CH:9][CH:10]=[CH:11][CH:12]=2)[N:7]=[CH:6][CH:5]=1. The catalyst class is: 180. (8) Reactant: [CH:1]([C:4]1[CH:9]=[CH:8][CH:7]=[CH:6][C:5]=1[C:10]1[CH:15]=[CH:14][CH:13]=[CH:12][C:11]=1[CH2:16]O)([CH3:3])[CH3:2].S(Cl)([Cl:20])=O. Product: [Cl:20][CH2:16][C:11]1[CH:12]=[CH:13][CH:14]=[CH:15][C:10]=1[C:5]1[CH:6]=[CH:7][CH:8]=[CH:9][C:4]=1[CH:1]([CH3:3])[CH3:2]. The catalyst class is: 26.